From a dataset of Reaction yield outcomes from USPTO patents with 853,638 reactions. Predict the reaction yield, written as a fraction of the theoretical maximum amount of product (1.0 means a 100% yield; for example, 0.34 means a 34% yield). (1) The reactants are [CH3:1][S:2]([NH:5][NH2:6])(=[O:4])=[O:3].C[O:8][C:9](=O)[C:10]1[CH:15]=[C:14]([C:16](=[O:21])[CH2:17][CH2:18][O:19][CH3:20])[C:13]([C:22]([F:25])([F:24])[F:23])=[CH:12][C:11]=1[N:26]=[C:27]=[O:28].[OH-].[Na+]. The catalyst is C1COCC1. The product is [CH3:20][O:19][CH2:18][CH2:17][C:16]([C:14]1[CH:15]=[C:10]2[C:11](=[CH:12][C:13]=1[C:22]([F:23])([F:24])[F:25])[NH:26][C:27](=[O:28])[N:6]([NH:5][S:2]([CH3:1])(=[O:4])=[O:3])[C:9]2=[O:8])=[O:21]. The yield is 0.940. (2) The reactants are [C:1]([O:5][C:6]([N:8]1[CH2:13][CH2:12][CH:11]([C:14]2[CH:19]=[CH:18][N:17]=[C:16]([C:20](=[O:36])[N:21]([CH2:29][C:30]3[CH:35]=[CH:34][CH:33]=[CH:32][CH:31]=3)[O:22]C3CCCCO3)[CH:15]=2)[CH2:10][CH2:9]1)=[O:7])([CH3:4])([CH3:3])[CH3:2].C1(C)C=CC(S([O-])(=O)=O)=CC=1.[NH+]1C=CC=CC=1. The catalyst is CO. The product is [C:1]([O:5][C:6]([N:8]1[CH2:13][CH2:12][CH:11]([C:14]2[CH:19]=[CH:18][N:17]=[C:16]([C:20](=[O:36])[N:21]([CH2:29][C:30]3[CH:35]=[CH:34][CH:33]=[CH:32][CH:31]=3)[OH:22])[CH:15]=2)[CH2:10][CH2:9]1)=[O:7])([CH3:4])([CH3:2])[CH3:3]. The yield is 0.770. (3) The reactants are [CH3:1][CH:2]([CH3:31])[CH2:3][CH:4]([C:22]1[CH:30]=[CH:29][C:25]([C:26]([OH:28])=O)=[CH:24][N:23]=1)[NH:5][C:6]1[CH:11]=[CH:10][C:9]([C:12]2[CH:17]=[CH:16][C:15]([C:18]([F:21])([F:20])[F:19])=[CH:14][CH:13]=2)=[CH:8][CH:7]=1.C(N1C=CN=C1)(N1C=CN=C1)=O.C(N(CC)C(C)C)(C)C.[NH2:53][C:54]1[NH:58][N:57]=[N:56][N:55]=1. The catalyst is CN(C)C=O. The product is [CH3:1][CH:2]([CH3:31])[CH2:3][CH:4]([C:22]1[CH:30]=[CH:29][C:25]([C:26]([NH:53][C:54]2[N:55]=[N:56][NH:57][N:58]=2)=[O:28])=[CH:24][N:23]=1)[NH:5][C:6]1[CH:11]=[CH:10][C:9]([C:12]2[CH:17]=[CH:16][C:15]([C:18]([F:19])([F:21])[F:20])=[CH:14][CH:13]=2)=[CH:8][CH:7]=1. The yield is 0.430. (4) The reactants are C([Li])CCC.Br[C:7]1[CH:12]=[CH:11][C:10]([Cl:13])=[CH:9][N:8]=1.CN(C)[C:16](=[O:18])[CH3:17].[Cl-].[NH4+]. The catalyst is CCCCCC.C(OCC)C.C(OCC)(=O)C. The product is [Cl:13][C:10]1[CH:11]=[CH:12][C:7]([C:16](=[O:18])[CH3:17])=[N:8][CH:9]=1. The yield is 0.590. (5) The reactants are [CH3:1][C:2]1[C:3]([CH:8]([NH:12][CH:13]([C:17]2[C:22]([CH3:23])=[CH:21][CH:20]=[CH:19][N:18]=2)[CH2:14][CH:15]=[CH2:16])[CH2:9][CH:10]=[CH2:11])=[N:4][CH:5]=[CH:6][CH:7]=1.CCN(C(C)C)C(C)C.[C:33](O[C:33]([C:35]([F:38])([F:37])[F:36])=[O:34])([C:35]([F:38])([F:37])[F:36])=[O:34]. The catalyst is CN(C1C=CN=CC=1)C.C(Cl)Cl. The product is [F:36][C:35]([F:38])([F:37])[C:33]([N:12]([CH:13]([C:17]1[C:22]([CH3:23])=[CH:21][CH:20]=[CH:19][N:18]=1)[CH2:14][CH:15]=[CH2:16])[CH:8]([C:3]1[C:2]([CH3:1])=[CH:7][CH:6]=[CH:5][N:4]=1)[CH2:9][CH:10]=[CH2:11])=[O:34]. The yield is 0.550.